From a dataset of Reaction yield outcomes from USPTO patents with 853,638 reactions. Predict the reaction yield, written as a fraction of the theoretical maximum amount of product (1.0 means a 100% yield; for example, 0.34 means a 34% yield). (1) The reactants are [N:1]([CH2:4][C:5]1[C:6]([C:20]([O:22][CH2:23][CH3:24])=[O:21])=[N:7][N:8]([C:10]2[CH:15]=[CH:14][C:13]([C:16]([F:19])([F:18])[F:17])=[CH:12][CH:11]=2)[CH:9]=1)=[N+]=[N-].[ClH:25]. The catalyst is [Pd].C(O)C. The product is [ClH:25].[NH2:1][CH2:4][C:5]1[C:6]([C:20]([O:22][CH2:23][CH3:24])=[O:21])=[N:7][N:8]([C:10]2[CH:15]=[CH:14][C:13]([C:16]([F:17])([F:18])[F:19])=[CH:12][CH:11]=2)[CH:9]=1. The yield is 0.840. (2) The product is [C:15]1([S:21][C:3]2[C:4](=[O:5])[NH:6][C:7](=[O:8])[C:2]=2[S:21][C:15]2[CH:20]=[CH:19][CH:18]=[CH:17][CH:16]=2)[CH:20]=[CH:19][CH:18]=[CH:17][CH:16]=1. The yield is 0.750. The reactants are Br[C:2]1[C:7](=[O:8])[NH:6][C:4](=[O:5])[C:3]=1Br.C(=O)([O-])O.[Na+].[C:15]1([SH:21])[CH:20]=[CH:19][CH:18]=[CH:17][CH:16]=1. The catalyst is CO. (3) The reactants are [CH3:1][O:2][C:3]1[CH:9]=[C:8]([O:10][CH3:11])[C:7]([N+:12]([O-:14])=[O:13])=[CH:6][C:4]=1[NH2:5].[CH3:15][O:16]C1C=C(OC)C([N+]([O-])=O)=CC=1[N+]([O-])=O.C(Cl)(Cl)=O. The catalyst is CCOC(C)=O. The product is [N:5]([C:4]1[CH:6]=[C:7]([N+:12]([O-:14])=[O:13])[C:8]([O:10][CH3:11])=[CH:9][C:3]=1[O:2][CH3:1])=[C:15]=[O:16]. The yield is 0.800. (4) The reactants are Cl[C:2]1[C:7]([C:8]#[N:9])=[CH:6][N:5]=[C:4]([S:10][CH3:11])[N:3]=1.CCN(C(C)C)C(C)C.Cl.[CH2:22]([C:24]1([NH2:29])[CH2:28][CH2:27][CH2:26][CH2:25]1)[CH3:23].O. The catalyst is CS(C)=O. The product is [CH2:22]([C:24]1([NH:29][C:2]2[C:7]([C:8]#[N:9])=[CH:6][N:5]=[C:4]([S:10][CH3:11])[N:3]=2)[CH2:28][CH2:27][CH2:26][CH2:25]1)[CH3:23]. The yield is 0.535.